The task is: Predict the reaction yield, written as a fraction of the theoretical maximum amount of product (1.0 means a 100% yield; for example, 0.34 means a 34% yield).. This data is from Reaction yield outcomes from USPTO patents with 853,638 reactions. (1) The reactants are [CH2:1]([O:8][C:9]1[C:10]([NH:16][C:17]2[S:18][C:19]3[C:24]([N:25]=2)=[CH:23][CH:22]=[CH:21][N:20]=3)=[N:11][CH:12]=[C:13](Br)[CH:14]=1)[C:2]1[CH:7]=[CH:6][CH:5]=[CH:4][CH:3]=1.C[Li].C([Li])CCC.[N:33]1[CH:38]=[CH:37][CH:36]=[CH:35][C:34]=1[S:39][S:39][C:34]1[CH:35]=[CH:36][CH:37]=[CH:38][N:33]=1.[ClH:47]. No catalyst specified. The product is [ClH:47].[ClH:47].[CH2:1]([O:8][C:9]1[C:10]([NH:16][C:17]2[S:18][C:19]3[C:24]([N:25]=2)=[CH:23][CH:22]=[CH:21][N:20]=3)=[N:11][CH:12]=[C:13]([S:39][C:34]2[CH:35]=[CH:36][CH:37]=[CH:38][N:33]=2)[CH:14]=1)[C:2]1[CH:7]=[CH:6][CH:5]=[CH:4][CH:3]=1. The yield is 0.496. (2) The reactants are [F:1][C:2]1[CH:7]=[CH:6][C:5]([NH:8][C:9]2[N:14]3[N:15]=[CH:16][C:17]([C:18](O)=[O:19])=[C:13]3[N:12]=[CH:11][C:10]=2[C:21]([N:23]2[CH2:28][CH2:27][C:26]3([C:32]4[C:33]([F:37])=[CH:34][CH:35]=[CH:36][C:31]=4[O:30][CH2:29]3)[CH2:25][CH2:24]2)=[O:22])=[C:4]([CH3:38])[CH:3]=1.[CH2:39]([S:41]([NH2:44])(=[O:43])=[O:42])[CH3:40]. No catalyst specified. The product is [F:1][C:2]1[CH:7]=[CH:6][C:5]([NH:8][C:9]2[N:14]3[N:15]=[CH:16][C:17]([C:18]([NH:44][S:41]([CH2:39][CH3:40])(=[O:43])=[O:42])=[O:19])=[C:13]3[N:12]=[CH:11][C:10]=2[C:21]([N:23]2[CH2:24][CH2:25][C:26]3([C:32]4[C:33]([F:37])=[CH:34][CH:35]=[CH:36][C:31]=4[O:30][CH2:29]3)[CH2:27][CH2:28]2)=[O:22])=[C:4]([CH3:38])[CH:3]=1. The yield is 0.270. (3) The reactants are Cl[CH2:2][CH2:3][NH:4][C:5](=O)[C:6]1[CH:11]=[CH:10][CH:9]=[CH:8][CH:7]=1.P(Cl)(Cl)(Cl)(Cl)Cl.[CH2:19]([C:23]1[C:35]([NH2:36])=[C:34]([CH2:37][CH:38]([CH3:40])[CH3:39])[C:26]2[O:27][C:28]3[CH:33]=[CH:32][CH:31]=[CH:30][C:29]=3[C:25]=2[CH:24]=1)[CH:20]([CH3:22])[CH3:21]. The catalyst is C1(C)C=CC=C(C)C=1. The product is [CH2:19]([C:23]1[C:35]([N:36]2[CH2:2][CH2:3][N:4]=[C:5]2[C:6]2[CH:11]=[CH:10][CH:9]=[CH:8][CH:7]=2)=[C:34]([CH2:37][CH:38]([CH3:40])[CH3:39])[C:26]2[O:27][C:28]3[CH:33]=[CH:32][CH:31]=[CH:30][C:29]=3[C:25]=2[CH:24]=1)[CH:20]([CH3:22])[CH3:21]. The yield is 0.770.